This data is from NCI-60 drug combinations with 297,098 pairs across 59 cell lines. The task is: Regression. Given two drug SMILES strings and cell line genomic features, predict the synergy score measuring deviation from expected non-interaction effect. Drug 1: C1=CC(=CC=C1CCC2=CNC3=C2C(=O)NC(=N3)N)C(=O)NC(CCC(=O)O)C(=O)O. Drug 2: C1=NNC2=C1C(=O)NC=N2. Cell line: NCI/ADR-RES. Synergy scores: CSS=10.3, Synergy_ZIP=-6.76, Synergy_Bliss=-3.98, Synergy_Loewe=-18.6, Synergy_HSA=-3.96.